From a dataset of Catalyst prediction with 721,799 reactions and 888 catalyst types from USPTO. Predict which catalyst facilitates the given reaction. Reactant: [OH:1][C@H:2]1[CH2:6][N:5]([C:7]([O:9][CH2:10][C:11]2[CH:16]=[CH:15][CH:14]=[CH:13][CH:12]=2)=[O:8])[CH2:4][C@@H:3]1[C:17]([O:19]CC)=[O:18].O.[OH-].[Na+]. The catalyst class is: 8. Product: [CH2:10]([O:9][C:7]([N:5]1[CH2:6][C@H:2]([OH:1])[C@@H:3]([C:17]([OH:19])=[O:18])[CH2:4]1)=[O:8])[C:11]1[CH:16]=[CH:15][CH:14]=[CH:13][CH:12]=1.